This data is from Full USPTO retrosynthesis dataset with 1.9M reactions from patents (1976-2016). The task is: Predict the reactants needed to synthesize the given product. (1) Given the product [Br:5][C:6]1[N:7]=[CH:8][C:9]([NH:12][C:13](=[O:34])[CH:14]([C:23]2[CH:28]=[CH:27][C:26]([S:29]([CH3:32])(=[O:30])=[O:31])=[C:25]([Cl:33])[CH:24]=2)[CH2:15][CH:16]2[CH2:21][CH2:20][C:19](=[N:4][O:2][CH3:3])[CH2:18][CH2:17]2)=[N:10][CH:11]=1, predict the reactants needed to synthesize it. The reactants are: Cl.[O:2]([NH2:4])[CH3:3].[Br:5][C:6]1[N:7]=[CH:8][C:9]([NH:12][C:13](=[O:34])[CH:14]([C:23]2[CH:28]=[CH:27][C:26]([S:29]([CH3:32])(=[O:31])=[O:30])=[C:25]([Cl:33])[CH:24]=2)[CH2:15][CH:16]2[CH2:21][CH2:20][C:19](=O)[CH2:18][CH2:17]2)=[N:10][CH:11]=1. (2) Given the product [Br:1][C:2]1[C:3]([OH:12])=[CH:4][C:5]([OH:11])=[C:6]([CH:10]=1)[C:7]([O:9][CH3:18])=[O:8], predict the reactants needed to synthesize it. The reactants are: [Br:1][C:2]1[C:3]([OH:12])=[CH:4][C:5]([OH:11])=[C:6]([CH:10]=1)[C:7]([OH:9])=[O:8].S(=O)(=O)(O)O.[CH3:18]O. (3) Given the product [NH2:28][C:26](=[O:27])[CH2:25][C:21]1([NH:20][C:12]([C:10]2[CH:9]=[CH:8][C:7]([C:15]3([F:19])[CH2:18][CH2:17][CH2:16]3)=[C:6]([O:5][CH2:4][CH:1]3[CH2:2][CH2:3]3)[N:11]=2)=[O:14])[CH2:24][O:23][CH2:22]1, predict the reactants needed to synthesize it. The reactants are: [CH:1]1([CH2:4][O:5][C:6]2[N:11]=[C:10]([C:12]([OH:14])=O)[CH:9]=[CH:8][C:7]=2[C:15]2([F:19])[CH2:18][CH2:17][CH2:16]2)[CH2:3][CH2:2]1.[NH2:20][C:21]1([CH2:25][C:26]([NH2:28])=[O:27])[CH2:24][O:23][CH2:22]1.CCN(C(C)C)C(C)C. (4) Given the product [C:25]1([CH3:36])[CH:26]=[CH:27][C:28]([S:31]([O-:34])(=[O:32])=[O:33])=[CH:29][CH:30]=1.[CH2:1]([N:8]1[C:12](=[O:13])[C:11](=[C:14]2[N:18]([CH3:19])[C:17]3[CH:20]=[CH:21][CH:22]=[CH:23][C:16]=3[O:15]2)[S:10][CH2+:9]1[S:24][CH3:25])[C:2]1[CH:7]=[CH:6][CH:5]=[CH:4][CH:3]=1, predict the reactants needed to synthesize it. The reactants are: [CH2:1]([N:8]1[C:12](=[O:13])[C:11](=[C:14]2[N:18]([CH3:19])[C:17]3[CH:20]=[CH:21][CH:22]=[CH:23][C:16]=3[O:15]2)[S:10][C:9]1=[S:24])[C:2]1[CH:7]=[CH:6][CH:5]=[CH:4][CH:3]=1.[C:25]1([CH3:36])[CH:30]=[CH:29][C:28]([S:31]([O:34]C)(=[O:33])=[O:32])=[CH:27][CH:26]=1.